This data is from Peptide-MHC class I binding affinity with 185,985 pairs from IEDB/IMGT. The task is: Regression. Given a peptide amino acid sequence and an MHC pseudo amino acid sequence, predict their binding affinity value. This is MHC class I binding data. (1) The peptide sequence is KFGPYVSDY. The MHC is HLA-A29:02 with pseudo-sequence HLA-A29:02. The binding affinity (normalized) is 0.566. (2) The peptide sequence is STAPTGSWF. The MHC is SLA-10401 with pseudo-sequence SLA-10401. The binding affinity (normalized) is 0.936.